This data is from Reaction yield outcomes from USPTO patents with 853,638 reactions. The task is: Predict the reaction yield, written as a fraction of the theoretical maximum amount of product (1.0 means a 100% yield; for example, 0.34 means a 34% yield). The reactants are [Br:1][C:2]1[CH:7]=[CH:6][C:5]([SH:8])=[CH:4][CH:3]=1.[H-].[Na+].BrCC[Si:14]([C:17]([CH3:20])([CH3:19])[CH3:18])([CH3:16])[CH3:15].C(=O)(O)[O-].[Na+].[O:26]1CC[CH2:28][CH2:27]1. No catalyst specified. The product is [Br:1][C:2]1[CH:7]=[CH:6][C:5]([S:8][CH2:28][CH2:27][O:26][Si:14]([C:17]([CH3:18])([CH3:19])[CH3:20])([CH3:15])[CH3:16])=[CH:4][CH:3]=1. The yield is 0.880.